This data is from Forward reaction prediction with 1.9M reactions from USPTO patents (1976-2016). The task is: Predict the product of the given reaction. (1) Given the reactants [CH2:1]([NH2:4])[C:2]#[CH:3].[O:5](C(OC(C)(C)C)=O)[C:6]([O:8][C:9]([CH3:12])([CH3:11])[CH3:10])=O, predict the reaction product. The product is: [C:9]([O:8][C:6](=[O:5])[NH:4][CH2:1][C:2]#[CH:3])([CH3:12])([CH3:11])[CH3:10]. (2) Given the reactants [NH2:1][C:2]1[CH:10]=[CH:9][CH:8]=[CH:7][C:3]=1[C:4](O)=O.[F:11][C:12]1[CH:17]=[CH:16][CH:15]=[CH:14][C:13]=1[C:18](=O)[CH2:19][CH3:20].P(Cl)(Cl)([Cl:24])=O, predict the reaction product. The product is: [Cl:24][C:4]1[C:3]2[C:2](=[CH:10][CH:9]=[CH:8][CH:7]=2)[N:1]=[C:18]([C:13]2[CH:14]=[CH:15][CH:16]=[CH:17][C:12]=2[F:11])[C:19]=1[CH3:20].